This data is from Full USPTO retrosynthesis dataset with 1.9M reactions from patents (1976-2016). The task is: Predict the reactants needed to synthesize the given product. (1) Given the product [Cl:15][C:16]1[CH:21]=[C:20](/[CH:3]=[CH:2]/[CH2:1][N:4]2[C:12]3[C:7](=[CH:8][CH:9]=[CH:10][CH:11]=3)[C:6](=[O:13])[C:5]2=[O:14])[CH:19]=[CH:18][C:17]=1[Cl:23], predict the reactants needed to synthesize it. The reactants are: [CH2:1]([N:4]1[C:12]2[C:7](=[CH:8][CH:9]=[CH:10][CH:11]=2)[C:6](=[O:13])[C:5]1=[O:14])[CH:2]=[CH2:3].[Cl:15][C:16]1[CH:21]=[CH:20][C:19](I)=[CH:18][C:17]=1[Cl:23].C1(C)C=CC=CC=1.C1(N(C)C2CCCCC2)CCCCC1. (2) Given the product [ClH:2].[Cl:2][C:3]1[C:4]([CH2:5][CH2:6][NH:7][CH2:15][C:16]2[CH:21]=[CH:20][CH:19]=[C:18]([F:22])[CH:17]=2)=[CH:23][C:24]([O:39][CH3:40])=[C:25]([NH:27][C:28]([NH:30][C:31]2[CH:36]=[N:35][C:34]([C:37]#[N:38])=[CH:33][N:32]=2)=[O:29])[CH:26]=1, predict the reactants needed to synthesize it. The reactants are: Cl.[Cl:2][C:3]1[CH:26]=[C:25]([NH:27][C:28]([NH:30][C:31]2[CH:36]=[N:35][C:34]([C:37]#[N:38])=[CH:33][N:32]=2)=[O:29])[C:24]([O:39][CH3:40])=[CH:23][C:4]=1[CH2:5][CH2:6][N:7]([CH2:15][C:16]1[CH:21]=[CH:20][CH:19]=[C:18]([F:22])[CH:17]=1)C(=O)OC(C)(C)C. (3) The reactants are: FC(F)(F)C(O)=O.[OH:8][CH2:9][C:10]([CH3:38])([CH3:37])[CH2:11][CH2:12][CH2:13][CH2:14][CH2:15][N:16]1[CH2:36][CH2:35][C:19]2([O:24][CH2:23][CH2:22][N:21]([C:25]([C:27]3[N:28]=[C:29]([CH:32]([CH3:34])[CH3:33])[S:30][CH:31]=3)=[O:26])[CH2:20]2)[CH2:18][CH2:17]1.CC(OI1(OC(C)=O)(OC(C)=O)OC(=O)C2C=CC=CC1=2)=O. Given the product [CH:32]([C:29]1[S:30][CH:31]=[C:27]([C:25]([N:21]2[CH2:20][C:19]3([CH2:35][CH2:36][N:16]([CH2:15][CH2:14][CH2:13][CH2:12][CH2:11][C:10]([CH3:38])([CH3:37])[CH:9]=[O:8])[CH2:17][CH2:18]3)[O:24][CH2:23][CH2:22]2)=[O:26])[N:28]=1)([CH3:34])[CH3:33], predict the reactants needed to synthesize it. (4) Given the product [C:10]([O:9][C:7]([N:14]1[CH2:19][CH2:18][C:17](=[CH2:1])[CH2:16][CH2:15]1)=[O:8])([CH3:13])([CH3:12])[CH3:11], predict the reactants needed to synthesize it. The reactants are: [CH3:1]C([O-])(C)C.[K+].[C:7]([N:14]1[CH2:19][CH2:18][C:17](=O)[CH2:16][CH2:15]1)([O:9][C:10]([CH3:13])([CH3:12])[CH3:11])=[O:8].[NH4+].[Cl-].